This data is from Reaction yield outcomes from USPTO patents with 853,638 reactions. The task is: Predict the reaction yield, written as a fraction of the theoretical maximum amount of product (1.0 means a 100% yield; for example, 0.34 means a 34% yield). (1) The reactants are [NH:1]1[C:10]2[C:5](=[CH:6][CH:7]=[C:8]([CH:11]3[CH2:16][CH2:15][N:14]([C:17]4[N:22]=[CH:21][N:20]=[C:19]([NH:23][CH2:24][C@@H:25]([C:37]([O:39]C(C)(C)C)=[O:38])[NH:26][C:27]([O:29][CH2:30][C:31]5[CH:36]=[CH:35][CH:34]=[CH:33][CH:32]=5)=[O:28])[C:18]=4[CH3:44])[CH2:13][CH2:12]3)[N:9]=2)[CH2:4][CH2:3][CH2:2]1.FC(F)(F)C(O)=O.C1(C)C=CC=CC=1. The catalyst is ClCCl. The product is [NH:1]1[C:10]2[C:5](=[CH:6][CH:7]=[C:8]([CH:11]3[CH2:12][CH2:13][N:14]([C:17]4[N:22]=[CH:21][N:20]=[C:19]([NH:23][CH2:24][C@@H:25]([C:37]([OH:39])=[O:38])[NH:26][C:27]([O:29][CH2:30][C:31]5[CH:32]=[CH:33][CH:34]=[CH:35][CH:36]=5)=[O:28])[C:18]=4[CH3:44])[CH2:15][CH2:16]3)[N:9]=2)[CH2:4][CH2:3][CH2:2]1. The yield is 0.760. (2) The reactants are [CH2:1]([S:6][C:7]1[C:8]([CH:12]2[CH:17]3[CH2:18][CH2:19][N:14]([CH2:15][CH2:16]3)[CH2:13]2)=[N:9][NH:10][CH:11]=1)[CH2:2][CH2:3][CH2:4][CH3:5].[C:20]1(CCCS)[CH:25]=CC=C[CH:21]=1. No catalyst specified. The product is [CH2:1]([S:6][C:7]1[C:8]([CH:12]2[CH:17]3[CH2:18][CH2:19][N:14]([CH2:15][CH2:16]3)[CH2:13]2)=[N:9][NH:10][CH:11]=1)[CH2:2][C:3]1[CH:25]=[CH:20][CH:21]=[CH:5][CH:4]=1. The yield is 0.110. (3) The reactants are [CH3:1][C:2]1[S:6][C:5]([C:7]#[N:8])=[CH:4][CH:3]=1.[Br:9]N1C(=O)CCC1=O.N(C(C)(C)C#N)=NC(C)(C)C#N.S([O-])([O-])(=O)=S.[Na+].[Na+]. The catalyst is C(Cl)(Cl)(Cl)Cl. The product is [Br:9][CH2:1][C:2]1[S:6][C:5]([C:7]#[N:8])=[CH:4][CH:3]=1. The yield is 0.230. (4) The reactants are [CH3:1][N:2]([CH3:34])[CH2:3][C@H:4]([NH:16][S:17]([C:20]1[S:21][C:22]([C:25]#[C:26][C:27]2[CH:28]=[C:29]([CH3:33])[CH:30]=[CH:31][CH:32]=2)=[CH:23][CH:24]=1)(=[O:19])=[O:18])[CH2:5][C:6]([O:8][CH2:9][C:10]1[CH:15]=[CH:14][CH:13]=[CH:12][CH:11]=1)=[O:7].[CH3:35][I:36]. The catalyst is C(Cl)Cl. The product is [I-:36].[CH2:9]([O:8][C:6](=[O:7])[CH2:5][C@@H:4]([NH:16][S:17]([C:20]1[S:21][C:22]([C:25]#[C:26][C:27]2[CH:28]=[C:29]([CH3:33])[CH:30]=[CH:31][CH:32]=2)=[CH:23][CH:24]=1)(=[O:18])=[O:19])[CH2:3][N+:2]([CH3:35])([CH3:1])[CH3:34])[C:10]1[CH:11]=[CH:12][CH:13]=[CH:14][CH:15]=1. The yield is 1.00.